The task is: Predict the reactants needed to synthesize the given product.. This data is from Full USPTO retrosynthesis dataset with 1.9M reactions from patents (1976-2016). (1) Given the product [F:24][C:25]([F:36])([F:35])[C:26]1[CH:31]=[CH:30][CH:29]=[CH:28][C:27]=1[C:7]1[CH2:21][C@@H:10]2[CH2:11][N:12]([C:14]([O:16][C:17]([CH3:18])([CH3:19])[CH3:20])=[O:15])[CH2:13][C@@H:9]2[CH:8]=1, predict the reactants needed to synthesize it. The reactants are: FC(F)(F)S(O[C:7]1[CH2:21][C@@H:10]2[CH2:11][N:12]([C:14]([O:16][C:17]([CH3:20])([CH3:19])[CH3:18])=[O:15])[CH2:13][C@@H:9]2[CH:8]=1)(=O)=O.[F:24][C:25]([F:36])([F:35])[C:26]1[CH:31]=[CH:30][CH:29]=[CH:28][C:27]=1B(O)O.C([O-])([O-])=O.[Na+].[Na+]. (2) Given the product [C:32]([C:29]1([NH:28][C:19](=[O:21])[C:18]2[CH:22]=[CH:23][C:15]([NH:14][C:10]3[N:9]=[C:8]([N:5]4[CH2:6][CH2:7][C@@:3]([C:1]#[N:2])([CH2:25][CH3:26])[C:4]4=[O:24])[CH:13]=[CH:12][N:11]=3)=[CH:16][CH:17]=2)[CH2:31][CH2:30]1)#[N:33], predict the reactants needed to synthesize it. The reactants are: [C:1]([C@@:3]1([CH2:25][CH3:26])[CH2:7][CH2:6][N:5]([C:8]2[CH:13]=[CH:12][N:11]=[C:10]([NH:14][C:15]3[CH:23]=[CH:22][C:18]([C:19]([OH:21])=O)=[CH:17][CH:16]=3)[N:9]=2)[C:4]1=[O:24])#[N:2].Cl.[NH2:28][C:29]1([C:32]#[N:33])[CH2:31][CH2:30]1.C(N=C=NCCCN(C)C)C.ON1C2C=CC=CC=2N=N1.C(=O)([O-])O.[Na+]. (3) The reactants are: [H-].[Na+].[NH:3]1[C:11]2[C:6](=[CH:7][CH:8]=[CH:9][CH:10]=2)[C:5]2([C:23]3[C:14](=[CH:15][C:16]4[O:21][CH2:20][CH2:19][O:18][C:17]=4[CH:22]=3)[O:13][CH2:12]2)[C:4]1=[O:24].Cl[C:26]([O:28][CH2:29][CH3:30])=[O:27]. Given the product [O:24]=[C:4]1[C:5]2([C:23]3[C:14](=[CH:15][C:16]4[O:21][CH2:20][CH2:19][O:18][C:17]=4[CH:22]=3)[O:13][CH2:12]2)[C:6]2[C:11](=[CH:10][CH:9]=[CH:8][CH:7]=2)[N:3]1[C:26]([O:28][CH2:29][CH3:30])=[O:27], predict the reactants needed to synthesize it. (4) The reactants are: [CH2:1]([O:3][C:4](=[O:18])[CH:5]([O:15][CH2:16][CH3:17])[CH2:6][C:7]1[CH:12]=[CH:11][C:10]([OH:13])=[C:9]([F:14])[CH:8]=1)[CH3:2].Cl[CH2:20][C:21]1[N:22]=[C:23]([C:26]2[CH:31]=[CH:30][C:29]([CH3:32])=[CH:28][CH:27]=2)[S:24][CH:25]=1.CC1C=CC(C(N)=S)=CC=1.ClCC(CCl)=O.C(=O)([O-])[O-].[Cs+].[Cs+].[I-].[K+]. Given the product [CH2:1]([O:3][C:4](=[O:18])[CH:5]([O:15][CH2:16][CH3:17])[CH2:6][C:7]1[CH:12]=[CH:11][C:10]([O:13][CH2:20][C:21]2[N:22]=[C:23]([C:26]3[CH:31]=[CH:30][C:29]([CH3:32])=[CH:28][CH:27]=3)[S:24][CH:25]=2)=[C:9]([F:14])[CH:8]=1)[CH3:2], predict the reactants needed to synthesize it. (5) The reactants are: [Cl:1][C:2]1[CH:3]=[C:4]([CH:7]=[CH:8][C:9]=1[Cl:10])[CH:5]=O.[CH:11](=[O:13])[CH3:12].[OH-].[K+].C(OC(=O)C)(=O)C.Cl.O. Given the product [Cl:1][C:2]1[CH:3]=[C:4](/[CH:5]=[CH:12]/[CH:11]=[O:13])[CH:7]=[CH:8][C:9]=1[Cl:10], predict the reactants needed to synthesize it. (6) Given the product [Br:1][C:2]1[C:3](=[O:8])[N:4]([C:9]2[C:17]([CH3:16])=[CH:18][C:19]([N+:23]([O-:25])=[O:24])=[CH:11][C:10]=2[CH3:13])[CH:5]=[CH:6][CH:7]=1, predict the reactants needed to synthesize it. The reactants are: [Br:1][C:2]1[C:3](=[O:8])[NH:4][CH:5]=[CH:6][CH:7]=1.[CH3:9][C:10]([CH3:13])([O-])[CH3:11].[K+].F[C:16]1C=C(C)[C:19]([N+:23]([O-:25])=[O:24])=[CH:18][C:17]=1C.O. (7) Given the product [CH:1]([N:4]1[CH2:7][CH:6]([CH2:8][O:9][C:10]2[CH:15]=[CH:14][C:13]([C:16]3([CH2:22][NH2:23])[CH2:21][CH2:20][O:19][CH2:18][CH2:17]3)=[CH:12][CH:11]=2)[CH2:5]1)([CH3:3])[CH3:2], predict the reactants needed to synthesize it. The reactants are: [CH:1]([N:4]1[CH2:7][CH:6]([CH2:8][O:9][C:10]2[CH:15]=[CH:14][C:13]([C:16]3([C:22]#[N:23])[CH2:21][CH2:20][O:19][CH2:18][CH2:17]3)=[CH:12][CH:11]=2)[CH2:5]1)([CH3:3])[CH3:2].[H-].[Al+3].[Li+].[H-].[H-].[H-]. (8) The reactants are: C(OC(=O)[N:7]([C:28]1[CH:33]=[CH:32][C:31]([CH:34]=[CH:35][CH2:36][CH2:37][N:38]2[CH:42]=[CH:41][N:40]=[N:39]2)=[CH:30][CH:29]=1)[CH2:8][C:9]1[N:10]=[C:11]([CH:14]=[CH:15][C:16]2[CH:21]=[CH:20][C:19]([S:22]([C:24]([F:27])([F:26])[F:25])=[O:23])=[CH:18][CH:17]=2)[O:12][CH:13]=1)(C)(C)C.O.C(=O)([O-])[O-].[Na+].[Na+]. Given the product [N:38]1([CH2:37][CH2:36][CH:35]=[CH:34][C:31]2[CH:32]=[CH:33][C:28]([NH:7][CH2:8][C:9]3[N:10]=[C:11]([CH:14]=[CH:15][C:16]4[CH:17]=[CH:18][C:19]([S:22]([C:24]([F:26])([F:27])[F:25])=[O:23])=[CH:20][CH:21]=4)[O:12][CH:13]=3)=[CH:29][CH:30]=2)[CH:42]=[CH:41][N:40]=[N:39]1, predict the reactants needed to synthesize it. (9) Given the product [OH:27][CH2:26][C:28]1[CH:33]=[CH:32][C:31]([CH:34]2[CH2:35][CH2:36][N:37]([C:40]([O:42][C:43]([CH3:46])([CH3:45])[CH3:44])=[O:41])[CH2:38][CH2:39]2)=[CH:30][CH:29]=1, predict the reactants needed to synthesize it. The reactants are: O=C1CCN(C(OC(C)(C)C)=O)CC1.C(C1C=CC(B(O)O)=CC=1)=O.[CH:26]([C:28]1[CH:33]=[CH:32][C:31]([C:34]2[CH2:35][CH2:36][N:37]([C:40]([O:42][C:43]([CH3:46])([CH3:45])[CH3:44])=[O:41])[CH2:38][CH:39]=2)=[CH:30][CH:29]=1)=[O:27].[H][H].